Dataset: Reaction yield outcomes from USPTO patents with 853,638 reactions. Task: Predict the reaction yield, written as a fraction of the theoretical maximum amount of product (1.0 means a 100% yield; for example, 0.34 means a 34% yield). (1) The reactants are [CH2:1]([C:3]1[CH:31]=[CH:30][C:6]([O:7][C:8]2[CH:28]=[CH:27][C:11]([O:12][CH2:13][CH2:14][CH2:15][N:16]3C(=O)C4C(=CC=CC=4)C3=O)=[CH:10][C:9]=2[F:29])=[C:5]([OH:32])[CH:4]=1)[CH3:2].O.NN.Cl. The catalyst is CO. The product is [NH2:16][CH2:15][CH2:14][CH2:13][O:12][C:11]1[CH:27]=[CH:28][C:8]([O:7][C:6]2[CH:30]=[CH:31][C:3]([CH2:1][CH3:2])=[CH:4][C:5]=2[OH:32])=[C:9]([F:29])[CH:10]=1. The yield is 0.440. (2) The reactants are [CH3:1][N:2]1[CH2:7][CH2:6][C:5]([CH2:16][OH:17])([C:8]2[CH:13]=[CH:12][C:11]([Cl:14])=[C:10]([Cl:15])[CH:9]=2)[CH2:4][CH2:3]1.[H-].[Na+].[C:20]([C:22]1[CH:23]=[C:24]([CH2:32]I)[C:25]2[C:30]([CH:31]=1)=[CH:29][CH:28]=[CH:27][CH:26]=2)#[N:21]. The catalyst is CN(C=O)C. The product is [CH3:1][N:2]1[CH2:3][CH2:4][C:5]([C:8]2[CH:13]=[CH:12][C:11]([Cl:14])=[C:10]([Cl:15])[CH:9]=2)([CH2:16][O:17][CH2:32][C:24]2[C:25]3[C:30](=[CH:29][CH:28]=[CH:27][CH:26]=3)[CH:31]=[C:22]([C:20]#[N:21])[CH:23]=2)[CH2:6][CH2:7]1. The yield is 0.530. (3) The reactants are [CH2:1]([N:5]1[C:10](=[O:11])[CH2:9][C:8](=[O:12])[N:7]([CH2:13][C:14]2[CH:19]=[CH:18][CH:17]=[CH:16][CH:15]=2)[C:6]1=[O:20])[CH2:2][CH2:3]C.C(N(C(C)C)CC)(C)C.[N:30]([CH2:33][C:34]([O:36]CC)=[O:35])=[C:31]=[O:32]. The catalyst is C(Cl)(Cl)Cl. The product is [OH:11][C:10]1[N:5]([CH2:1][CH2:2][CH3:3])[C:6](=[O:20])[N:7]([CH2:13][C:14]2[CH:15]=[CH:16][CH:17]=[CH:18][CH:19]=2)[C:8](=[O:12])[C:9]=1[C:31]([NH:30][CH2:33][C:34]([OH:36])=[O:35])=[O:32]. The yield is 0.630. (4) The reactants are [CH2:1]([O:8][N:9]1[C:15](=[O:16])[N:14]2[CH2:17][C@H:10]1[CH2:11][CH2:12][C@H:13]2[C:18]([OH:20])=[O:19])[C:2]1[CH:7]=[CH:6][CH:5]=[CH:4][CH:3]=1.[CH3:21][Si](C=[N+]=[N-])(C)C.CCCCCC. The catalyst is C1(C)C=CC=CC=1.CO. The product is [CH2:1]([O:8][N:9]1[C:15](=[O:16])[N:14]2[CH2:17][C@H:10]1[CH2:11][CH2:12][C@H:13]2[C:18]([O:20][CH3:21])=[O:19])[C:2]1[CH:7]=[CH:6][CH:5]=[CH:4][CH:3]=1. The yield is 0.310.